Dataset: Reaction yield outcomes from USPTO patents with 853,638 reactions. Task: Predict the reaction yield, written as a fraction of the theoretical maximum amount of product (1.0 means a 100% yield; for example, 0.34 means a 34% yield). (1) The reactants are N([O-])=O.[Na+].N[C:6]1[CH:29]=[CH:28][C:9]2[C:10]([CH2:13][CH2:14][CH:15]3[CH2:20][CH2:19][N:18]([CH2:21][C:22]4[CH:27]=[CH:26][CH:25]=[CH:24][CH:23]=4)[CH2:17][CH2:16]3)=[N:11][O:12][C:8]=2[CH:7]=1.C([O-])([O-])=O.[Na+].[Na+].[C:36]([Cu])#[N:37]. The catalyst is O.Cl.C1(C)C=CC=CC=1. The product is [C:36]([C:6]1[CH:29]=[CH:28][C:9]2[C:10]([CH2:13][CH2:14][CH:15]3[CH2:20][CH2:19][N:18]([CH2:21][C:22]4[CH:27]=[CH:26][CH:25]=[CH:24][CH:23]=4)[CH2:17][CH2:16]3)=[N:11][O:12][C:8]=2[CH:7]=1)#[N:37]. The yield is 0.430. (2) The reactants are Br[C:2]1[CH:12]=[CH:11][C:5]2[N:6]([CH3:10])[CH2:7][CH2:8][O:9][C:4]=2[CH:3]=1.C([Li])CCC.B(OC)(OC)[O:19]C.OO. The catalyst is O1CCCC1. The product is [CH3:10][N:6]1[CH2:7][CH2:8][O:9][C:4]2[CH:3]=[C:2]([OH:19])[CH:12]=[CH:11][C:5]1=2. The yield is 0.890. (3) The reactants are [C:1]([NH:8][C:9]1[CH:10]=[C:11]([CH:15]=[CH:16][CH:17]=1)[C:12]([OH:14])=O)([O:3][C:4]([CH3:7])([CH3:6])[CH3:5])=[O:2].CN(C(ON1N=NC2C=CC=NC1=2)=[N+](C)C)C.F[P-](F)(F)(F)(F)F.[NH2:42][C:43]1[CH:52]=[CH:51][C:50]2[C:45](=[CH:46][CH:47]=[CH:48][CH:49]=2)[N:44]=1.C(N(CC)C(C)C)(C)C. The catalyst is C(Cl)Cl. The product is [C:4]([O:3][C:1](=[O:2])[NH:8][C:9]1[CH:17]=[CH:16][CH:15]=[C:11]([C:12](=[O:14])[NH:42][C:43]2[CH:52]=[CH:51][C:50]3[C:45](=[CH:46][CH:47]=[CH:48][CH:49]=3)[N:44]=2)[CH:10]=1)([CH3:5])([CH3:6])[CH3:7]. The yield is 0.790. (4) The reactants are [OH:1][C:2]1([C@H:13]([NH:15][C:16](=[O:22])[O:17][C:18]([CH3:21])([CH3:20])[CH3:19])[CH3:14])[CH2:5][N:4](CC2C=CC=CC=2)[CH2:3]1.[H][H]. The catalyst is CO.[Pd]. The product is [OH:1][C:2]1([C@H:13]([NH:15][C:16](=[O:22])[O:17][C:18]([CH3:21])([CH3:20])[CH3:19])[CH3:14])[CH2:3][NH:4][CH2:5]1. The yield is 1.00. (5) The reactants are C[CH2:2][N:3]([CH:7]([CH3:9])[CH3:8])[CH:4](C)C.[O:10]=[C:11]1NC2C=CC(C3NN=C(C(O)=O)C=3)=CC=2O1.[CH:28]1[CH:29]=[CH:30][C:31]2N(O)N=N[C:32]=2[CH:33]=1.CCN=C=N[CH2:43][CH2:44][CH2:45]N(C)C.Cl.[NH2:50][CH2:51][C:52]([N:54]1[CH2:59][CH2:58][N:57]([C:60](=[O:72])[C:61]2[CH:66]=[C:65](F)[CH:64]=[CH:63][C:62]=2[C:68]([F:71])([F:70])[F:69])[CH2:56][CH2:55]1)=[O:53]. The catalyst is CN(C=O)C.O. The product is [O:53]=[C:52]([N:54]1[CH2:59][CH2:58][N:57]([C:60](=[O:72])[C:61]2[CH:66]=[CH:65][CH:64]=[CH:63][C:62]=2[C:68]([F:71])([F:70])[F:69])[CH2:56][CH2:55]1)[CH2:51][NH:50][C:11]([C:28]1[CH:29]=[CH:30][C:31]([C:45]2[CH:44]=[CH:43][CH:9]=[C:7]([N:3]([CH3:2])[CH3:4])[CH:8]=2)=[CH:32][CH:33]=1)=[O:10]. The yield is 0.516. (6) The product is [C:1]([NH:4][C:5]1[CH:10]=[C:9]([N:11]2[CH:15]=[C:14]([C:16]([OH:18])=[O:17])[C:13]([C:20]3[CH:25]=[CH:24][CH:23]=[CH:22][C:21]=3[Cl:26])=[N:12]2)[C:8]([CH3:27])=[CH:7][N:6]=1)(=[O:3])[CH3:2]. The catalyst is C1COCC1. The reactants are [C:1]([NH:4][C:5]1[CH:10]=[C:9]([N:11]2[CH:15]=[C:14]([C:16]([O:18]C)=[O:17])[C:13]([C:20]3[CH:25]=[CH:24][CH:23]=[CH:22][C:21]=3[Cl:26])=[N:12]2)[C:8]([CH3:27])=[CH:7][N:6]=1)(=[O:3])[CH3:2].[OH-].[Na+]. The yield is 0.820.